Dataset: Reaction yield outcomes from USPTO patents with 853,638 reactions. Task: Predict the reaction yield, written as a fraction of the theoretical maximum amount of product (1.0 means a 100% yield; for example, 0.34 means a 34% yield). The reactants are [CH3:1][CH:2]([N:4]1[C:8]([C:9]2[CH2:13][CH2:12][CH2:11][C:10]=2[C:14](OCC)=[O:15])=[CH:7][CH:6]=[N:5]1)[CH3:3].[H-].[H-].[H-].[H-].[Li+].[Al+3]. The catalyst is O1CCCC1. The product is [CH3:3][CH:2]([N:4]1[C:8]([C:9]2[CH2:13][CH2:12][CH2:11][C:10]=2[CH2:14][OH:15])=[CH:7][CH:6]=[N:5]1)[CH3:1]. The yield is 0.990.